Predict the reactants needed to synthesize the given product. From a dataset of Full USPTO retrosynthesis dataset with 1.9M reactions from patents (1976-2016). (1) Given the product [I:17][CH:11]([O:10][C:9](=[O:14])[O:8][CH2:7][CH:5]1[CH2:4][O:3][C:2]([CH3:15])([CH3:1])[O:6]1)[CH3:12], predict the reactants needed to synthesize it. The reactants are: [CH3:1][C:2]1([CH3:15])[O:6][CH:5]([CH2:7][O:8][C:9](=[O:14])[O:10][CH:11](Cl)[CH3:12])[CH2:4][O:3]1.[Na+].[I-:17]. (2) The reactants are: [Cl:1][C:2]1[CH:35]=[CH:34][CH:33]=[CH:32][C:3]=1[CH2:4][O:5][CH2:6][CH2:7][N:8]([C@H:25]1[CH2:30][CH2:29][C@H:28]([CH3:31])[CH2:27][CH2:26]1)[C:9](=[O:24])[NH:10][C:11]1[S:12][C:13]([S:16][CH2:17][C:18]([CH3:23])([CH3:22])[C:19]([OH:21])=[O:20])=[CH:14][N:15]=1.BrCC1C=CC([F:44])=CC=1Cl.C(OC(=O)C(C)(C)CSC1SC(N)=NC=1)C. Given the product [Cl:1][C:2]1[CH:35]=[C:34]([F:44])[CH:33]=[CH:32][C:3]=1[CH2:4][O:5][CH2:6][CH2:7][N:8]([C@H:25]1[CH2:30][CH2:29][C@H:28]([CH3:31])[CH2:27][CH2:26]1)[C:9](=[O:24])[NH:10][C:11]1[S:12][C:13]([S:16][CH2:17][C:18]([CH3:22])([CH3:23])[C:19]([OH:21])=[O:20])=[CH:14][N:15]=1, predict the reactants needed to synthesize it. (3) The reactants are: [C:1]1([CH:7]=[CH:8][C:9]([NH:11][CH:12]([C:14]2[CH:15]=[C:16]3[C:21](=[CH:22][CH:23]=2)[NH:20][CH2:19][CH2:18][CH2:17]3)[CH3:13])=[O:10])[CH:6]=[CH:5][CH:4]=[CH:3][CH:2]=1.[BH4-].[Na+].[CH:26](O)=O. Given the product [CH3:26][N:20]1[C:21]2[C:16](=[CH:15][C:14]([CH:12]([NH:11][C:9](=[O:10])[CH:8]=[CH:7][C:1]3[CH:2]=[CH:3][CH:4]=[CH:5][CH:6]=3)[CH3:13])=[CH:23][CH:22]=2)[CH2:17][CH2:18][CH2:19]1, predict the reactants needed to synthesize it. (4) Given the product [CH:1]1([C:4]2[N:9]=[C:8]([C:10]#[N:17])[CH:7]=[CH:6][N:5]=2)[CH2:3][CH2:2]1, predict the reactants needed to synthesize it. The reactants are: [CH:1]1([C:4]2[N:9]=[C:8]([CH:10]=O)[CH:7]=[CH:6][N:5]=2)[CH2:3][CH2:2]1.Cl.NO.C([N:17](CC)CC)C.CCCP(=O)=O.C(=O)(O)[O-].[Na+]. (5) Given the product [ClH:34].[NH2:23][CH2:22][C@@H:6]1[O:5][C:4](=[O:3])[N:8]([C:9]2[CH:14]=[CH:13][C:12]([N:15]3[CH2:20][CH2:19][O:18][CH2:17][C:16]3=[O:21])=[CH:11][CH:10]=2)[CH2:7]1, predict the reactants needed to synthesize it. The reactants are: CN.[O:3]=[C:4]1[N:8]([C:9]2[CH:14]=[CH:13][C:12]([N:15]3[CH2:20][CH2:19][O:18][CH2:17][C:16]3=[O:21])=[CH:11][CH:10]=2)[CH2:7][C@H:6]([CH2:22][N:23]2C(=O)C3C(=CC=CC=3)C2=O)[O:5]1.[ClH:34]. (6) Given the product [Cl:1][C:2]1[CH:3]=[C:4]2[C:10]([C:31]3[N:36]=[C:35]4[N:37]([CH2:40][C:41]([NH:43][CH2:44][C:45]([F:47])([F:48])[F:46])=[O:42])[CH:38]=[CH:39][C:34]4=[N:33][CH:32]=3)=[CH:9][N:8]([S:20]([C:23]3[CH:24]=[CH:25][C:26]([CH3:29])=[CH:27][CH:28]=3)(=[O:21])=[O:22])[C:5]2=[N:6][CH:7]=1, predict the reactants needed to synthesize it. The reactants are: [Cl:1][C:2]1[CH:3]=[C:4]2[C:10](B3OC(C)(C)C(C)(C)O3)=[CH:9][N:8]([S:20]([C:23]3[CH:28]=[CH:27][C:26]([CH3:29])=[CH:25][CH:24]=3)(=[O:22])=[O:21])[C:5]2=[N:6][CH:7]=1.Cl[C:31]1[N:36]=[C:35]2[N:37]([CH2:40][C:41]([NH:43][CH2:44][C:45]([F:48])([F:47])[F:46])=[O:42])[CH:38]=[CH:39][C:34]2=[N:33][CH:32]=1.C(=O)(O)[O-].[Na+].C(OCC)(=O)C. (7) Given the product [Br:17][CH:18]([CH3:24])/[CH:19]=[CH:20]/[C:21]([N:4]1[CH2:5][CH2:6][N:1]([C:7]2[C:16]3[C:11](=[CH:12][CH:13]=[CH:14][CH:15]=3)[N:10]=[CH:9][CH:8]=2)[CH2:2][CH2:3]1)=[O:22], predict the reactants needed to synthesize it. The reactants are: [N:1]1([C:7]2[C:16]3[C:11](=[CH:12][CH:13]=[CH:14][CH:15]=3)[N:10]=[CH:9][CH:8]=2)[CH2:6][CH2:5][NH:4][CH2:3][CH2:2]1.[Br:17][CH:18]([CH3:24])/[CH:19]=[CH:20]/[C:21](Cl)=[O:22]. (8) Given the product [CH2:26]([N:28]([CH2:33][CH3:34])[CH2:29][CH2:30][N:31]([CH2:2][C:3]1[CH:4]=[C:5]([CH:10]=[C:11]([CH3:13])[CH:12]=1)[C:6]([O:8][CH3:9])=[O:7])[CH3:32])[CH3:27], predict the reactants needed to synthesize it. The reactants are: O[CH2:2][C:3]1[CH:4]=[C:5]([CH:10]=[C:11]([CH3:13])[CH:12]=1)[C:6]([O:8][CH3:9])=[O:7].C(N(CC)CC)C.CS(Cl)(=O)=O.[CH2:26]([N:28]([CH2:33][CH3:34])[CH2:29][CH2:30][NH:31][CH3:32])[CH3:27].